The task is: Predict the reactants needed to synthesize the given product.. This data is from Full USPTO retrosynthesis dataset with 1.9M reactions from patents (1976-2016). Given the product [Cl:1][C:2]1[N:7]=[C:6]([C:8]2[C:9]([C:17]3[CH:18]=[CH:19][C:20]([O:30][CH3:31])=[C:21]([NH:23][C:24](=[O:29])[CH2:25][C:40]4[S:41][CH:42]=[CH:43][CH:39]=4)[CH:22]=3)=[N:10][N:11]3[CH:16]=[CH:15][CH:14]=[CH:13][C:12]=23)[CH:5]=[CH:4][N:3]=1, predict the reactants needed to synthesize it. The reactants are: [Cl:1][C:2]1[N:7]=[C:6]([C:8]2[C:9]([C:17]3[CH:18]=[CH:19][C:20]([O:30][CH3:31])=[C:21]([NH:23][C:24](=[O:29])[C:25](F)(F)F)[CH:22]=3)=[N:10][N:11]3[CH:16]=[CH:15][CH:14]=[CH:13][C:12]=23)[CH:5]=[CH:4][N:3]=1.[Li+].[OH-].C1COCC1.[CH:39]1[CH:43]=[C:42](CC(Cl)=O)[S:41][CH:40]=1.